This data is from Catalyst prediction with 721,799 reactions and 888 catalyst types from USPTO. The task is: Predict which catalyst facilitates the given reaction. Reactant: [CH3:1][C:2]1[CH:7]=[CH:6][C:5]([NH:8][C:9](=[O:20])[C:10]2[CH:15]=[CH:14][CH:13]=[C:12]([C:16]([F:19])([F:18])[F:17])[CH:11]=2)=[CH:4][C:3]=1[C:21]1[N:22]=[C:23]([N:38]2[CH2:43][CH2:42][O:41][CH2:40][CH2:39]2)[C:24]2[CH2:30][CH2:29][N:28](C(OC(C)(C)C)=O)[CH2:27][C:25]=2[N:26]=1.C(O)(C(F)(F)F)=O. Product: [CH3:1][C:2]1[CH:7]=[CH:6][C:5]([NH:8][C:9](=[O:20])[C:10]2[CH:15]=[CH:14][CH:13]=[C:12]([C:16]([F:18])([F:17])[F:19])[CH:11]=2)=[CH:4][C:3]=1[C:21]1[N:22]=[C:23]([N:38]2[CH2:43][CH2:42][O:41][CH2:40][CH2:39]2)[C:24]2[CH2:30][CH2:29][NH:28][CH2:27][C:25]=2[N:26]=1. The catalyst class is: 2.